This data is from Reaction yield outcomes from USPTO patents with 853,638 reactions. The task is: Predict the reaction yield, written as a fraction of the theoretical maximum amount of product (1.0 means a 100% yield; for example, 0.34 means a 34% yield). (1) The yield is 0.680. The product is [Cl:1][C:2]1[C:15]([Cl:16])=[CH:14][CH:13]=[CH:12][C:3]=1[CH2:4][C:5]1[CH:6]=[C:7]2[C:8](=[CH:9][CH:10]=1)[NH:11][CH:27]=[C:21]([C:22]([O:24][CH2:25][CH3:26])=[O:23])[C:20]2=[O:19]. The catalyst is C1(C)C=CC=CC=1. The reactants are [Cl:1][C:2]1[C:15]([Cl:16])=[CH:14][CH:13]=[CH:12][C:3]=1[CH2:4][C:5]1[CH:10]=[CH:9][C:8]([NH2:11])=[CH:7][CH:6]=1.C([O:19][CH:20]=[C:21]([C:27](OCC)=O)[C:22]([O:24][CH2:25][CH3:26])=[O:23])C. (2) The reactants are [CH3:1][O:2][C:3]([C:5]1[CH2:6][N:7]([C:28]([O:30][C:31]([CH3:34])([CH3:33])[CH3:32])=[O:29])[CH2:8][CH2:9][C:10]=1[C:11]1[CH:16]=[CH:15][C:14](CCCO[Si](C(C)(C)C)(C)C)=[CH:13][CH:12]=1)=[O:4].BrC1C=CC([O:40][CH2:41][CH2:42][O:43][Si:44]([C:47]([CH3:50])([CH3:49])[CH3:48])([CH3:46])[CH3:45])=CC=1.[Li]CCCC.COC(C1CN(C(OC(C)(C)C)=O)CCC=1OS(C(F)(F)F)(=O)=O)=O. The catalyst is [Cl-].[Cl-].[Zn+2].C1C=CC([P]([Pd]([P](C2C=CC=CC=2)(C2C=CC=CC=2)C2C=CC=CC=2)([P](C2C=CC=CC=2)(C2C=CC=CC=2)C2C=CC=CC=2)[P](C2C=CC=CC=2)(C2C=CC=CC=2)C2C=CC=CC=2)(C2C=CC=CC=2)C2C=CC=CC=2)=CC=1.C1COCC1. The product is [CH3:1][O:2][C:3]([C:5]1[CH2:6][N:7]([C:28]([O:30][C:31]([CH3:32])([CH3:34])[CH3:33])=[O:29])[CH2:8][CH2:9][C:10]=1[C:11]1[CH:16]=[CH:15][C:14]([O:40][CH2:41][CH2:42][O:43][Si:44]([C:47]([CH3:50])([CH3:49])[CH3:48])([CH3:46])[CH3:45])=[CH:13][CH:12]=1)=[O:4]. The yield is 0.780. (3) The reactants are [C:1]([N:4]1[C:9]2=[CH:10][CH:11]=[C:12]3[C:17]([N:16]=[C:15]([CH:18]([CH3:20])[CH3:19])[N:14]([C:21]4[CH:26]=[CH:25][C:24]([Cl:27])=[CH:23][CH:22]=4)[C:13]3=[O:28])=[C:8]2[C:7]([CH3:29])=[CH:6][CH2:5]1)(=[O:3])[CH3:2]. The catalyst is C(O)C.[Pd]. The product is [C:1]([N:4]1[C:9]2=[CH:10][CH:11]=[C:12]3[C:17]([N:16]=[C:15]([CH:18]([CH3:20])[CH3:19])[N:14]([C:21]4[CH:22]=[CH:23][C:24]([Cl:27])=[CH:25][CH:26]=4)[C:13]3=[O:28])=[C:8]2[CH:7]([CH3:29])[CH2:6][CH2:5]1)(=[O:3])[CH3:2]. The yield is 0.890.